This data is from Full USPTO retrosynthesis dataset with 1.9M reactions from patents (1976-2016). The task is: Predict the reactants needed to synthesize the given product. (1) The reactants are: [C:1]([CH:5]1[CH2:10][CH2:9][CH:8]([C:11]2[CH:16]=[CH:15][CH:14]=[CH:13][C:12]=2[N:17]2[CH2:22][CH2:21][NH:20][CH2:19][CH2:18]2)[CH2:7][CH2:6]1)([CH3:4])([CH3:3])[CH3:2].[C:23]([O:27][CH3:28])(=[O:26])[CH:24]=[CH2:25]. Given the product [CH3:28][O:27][C:23](=[O:26])[CH2:24][CH2:25][N:20]1[CH2:21][CH2:22][N:17]([C:12]2[CH:13]=[CH:14][CH:15]=[CH:16][C:11]=2[CH:8]2[CH2:7][CH2:6][CH:5]([C:1]([CH3:4])([CH3:2])[CH3:3])[CH2:10][CH2:9]2)[CH2:18][CH2:19]1, predict the reactants needed to synthesize it. (2) Given the product [CH3:1][O:2][C:3]1[CH:4]=[CH:5][C:6]2[N:7]([C:9]([CH:18]([CH:20]3[CH2:21][CH2:22][N:23]([CH2:27][C:28](=[O:30])[CH3:29])[CH2:24][CH2:25]3)[CH3:19])=[C:10]([CH3:17])[C:11]=2[C:12]([O:14][CH2:15][CH3:16])=[O:13])[N:8]=1, predict the reactants needed to synthesize it. The reactants are: [CH3:1][O:2][C:3]1[CH:4]=[CH:5][C:6]2[N:7]([C:9]([CH:18]([CH:20]3[CH2:25][CH2:24][NH:23][CH2:22][CH2:21]3)[CH3:19])=[C:10]([CH3:17])[C:11]=2[C:12]([O:14][CH2:15][CH3:16])=[O:13])[N:8]=1.Cl[CH2:27][C:28](=[O:30])[CH3:29].C(=O)([O-])[O-].[K+].[K+].